This data is from Forward reaction prediction with 1.9M reactions from USPTO patents (1976-2016). The task is: Predict the product of the given reaction. (1) Given the reactants Cl[C:2]1[CH:7]=[C:6]([C:8]#[N:9])[CH:5]=[CH:4][N:3]=1.[C:10]([C:14]1[N:15]([CH2:32][CH:33]2[CH2:38][CH2:37][O:36][CH2:35][CH2:34]2)[CH:16]=[C:17]([Sn](CCCC)(CCCC)CCCC)[N:18]=1)([CH3:13])([CH3:12])[CH3:11], predict the reaction product. The product is: [C:10]([C:14]1[N:15]([CH2:32][CH:33]2[CH2:38][CH2:37][O:36][CH2:35][CH2:34]2)[CH:16]=[C:17]([C:2]2[CH:7]=[C:6]([CH:5]=[CH:4][N:3]=2)[C:8]#[N:9])[N:18]=1)([CH3:13])([CH3:11])[CH3:12]. (2) Given the reactants [N+:1]([C:4]1[CH:9]=[CH:8][CH:7]=[CH:6][C:5]=1[C:10]1[N:11]=[C:12]2[N:16]([CH:17]=1)[C:15]([CH2:18]O)=[CH:14][S:13]2)([O-:3])=[O:2].O=S(Cl)[Cl:22].CN(C=O)C, predict the reaction product. The product is: [Cl:22][CH2:18][C:15]1[N:16]2[CH:17]=[C:10]([C:5]3[CH:6]=[CH:7][CH:8]=[CH:9][C:4]=3[N+:1]([O-:3])=[O:2])[N:11]=[C:12]2[S:13][CH:14]=1. (3) Given the reactants Cl[C:2]1[N:7]=[C:6]([C:8]2[CH:13]=[C:12]([Cl:14])[CH:11]=[CH:10][C:9]=2[CH3:15])[N:5]=[C:4]([NH:16][C:17]2[CH:22]=[CH:21][C:20]([CH2:23][OH:24])=[CH:19][CH:18]=2)[N:3]=1.[C:25]([O:29][C:30]([NH:32][CH2:33][C:34]([OH:36])=O)=[O:31])([CH3:28])([CH3:27])[CH3:26].CC([N:40]=C=NC(C)C)C, predict the reaction product. The product is: [NH2:40][C:2]1[N:7]=[C:6]([C:8]2[CH:13]=[C:12]([Cl:14])[CH:11]=[CH:10][C:9]=2[CH3:15])[N:5]=[C:4]([NH:16][C:17]2[CH:22]=[CH:21][C:20]([CH2:23][O:24][C:34](=[O:36])[CH2:33][NH:32][C:30]([O:29][C:25]([CH3:28])([CH3:27])[CH3:26])=[O:31])=[CH:19][CH:18]=2)[N:3]=1. (4) The product is: [CH3:1][O:2][C:3](=[O:16])[CH2:4][CH2:5][C:6]([O:8][CH2:9][O:10][C:11]([Cl:20])=[O:12])=[O:7]. Given the reactants [CH3:1][O:2][C:3](=[O:16])[CH2:4][CH2:5][C:6]([O:8][CH2:9][O:10][C:11](SCC)=[O:12])=[O:7].S(Cl)([Cl:20])(=O)=O, predict the reaction product.